From a dataset of Forward reaction prediction with 1.9M reactions from USPTO patents (1976-2016). Predict the product of the given reaction. (1) Given the reactants [CH2:1]([NH:3][C:4](=[O:42])[NH:5][C:6]1[N:11]=[CH:10][C:9]([C:12]2[CH:13]=[C:14]3[C:19](=[CH:20][CH:21]=2)[N:18]([C@@H:22]([C:25]([CH3:28])([CH3:27])[CH3:26])[CH2:23][OH:24])[CH:17]=[C:16]([C:29]([OH:31])=[O:30])[C:15]3=[O:32])=[C:8]([C:33]2[S:34][CH:35]=[C:36]([C:38]([F:41])([F:40])[F:39])[N:37]=2)[CH:7]=1)[CH3:2].C(N(CC)CC)C.FC(F)(F)S(O[Si:56]([C:59]([CH3:62])([CH3:61])[CH3:60])([CH3:58])[CH3:57])(=O)=O.N1C(C)=CC=CC=1C, predict the reaction product. The product is: [Si:56]([O:24][CH2:23][C@@H:22]([N:18]1[C:19]2[C:14](=[CH:13][C:12]([C:9]3[CH:10]=[N:11][C:6]([NH:5][C:4]([NH:3][CH2:1][CH3:2])=[O:42])=[CH:7][C:8]=3[C:33]3[S:34][CH:35]=[C:36]([C:38]([F:40])([F:39])[F:41])[N:37]=3)=[CH:21][CH:20]=2)[C:15](=[O:32])[C:16]([C:29]([OH:31])=[O:30])=[CH:17]1)[C:25]([CH3:28])([CH3:27])[CH3:26])([C:59]([CH3:62])([CH3:61])[CH3:60])([CH3:58])[CH3:57]. (2) Given the reactants C[O:2][C:3]1[CH:4]=[C:5]([C:9]2[NH:18][C:17](=[O:19])[C:16]3[C:11](=[CH:12][CH:13]=[CH:14][CH:15]=3)[N:10]=2)[CH:6]=[CH:7][CH:8]=1.B(Br)(Br)Br, predict the reaction product. The product is: [OH:2][C:3]1[CH:4]=[C:5]([C:9]2[NH:18][C:17](=[O:19])[C:16]3[C:11](=[CH:12][CH:13]=[CH:14][CH:15]=3)[N:10]=2)[CH:6]=[CH:7][CH:8]=1.